This data is from Full USPTO retrosynthesis dataset with 1.9M reactions from patents (1976-2016). The task is: Predict the reactants needed to synthesize the given product. (1) The reactants are: [NH2:1][CH2:2][CH:3]([NH:11][C:12](=[O:18])[O:13][C:14]([CH3:17])([CH3:16])[CH3:15])[C:4]1[CH:9]=[CH:8][C:7]([Cl:10])=[CH:6][CH:5]=1.C(N(C(C)C)C(C)C)C.[CH3:28][S:29](Cl)(=[O:31])=[O:30]. Given the product [Cl:10][C:7]1[CH:6]=[CH:5][C:4]([CH:3]([NH:11][C:12](=[O:18])[O:13][C:14]([CH3:15])([CH3:17])[CH3:16])[CH2:2][NH:1][S:29]([CH3:28])(=[O:31])=[O:30])=[CH:9][CH:8]=1, predict the reactants needed to synthesize it. (2) Given the product [CH2:18]([N:1]([CH2:11][CH3:12])[C:2]1[CH:3]=[N:4][N:5]2[CH:10]=[CH:9][CH:8]=[CH:7][C:6]=12)[CH3:19], predict the reactants needed to synthesize it. The reactants are: [NH2:1][C:2]1[CH:3]=[N:4][N:5]2[CH:10]=[CH:9][CH:8]=[CH:7][C:6]=12.[CH:11](=O)[CH3:12].[BH3-]C#N.[Na+].[C:18](#N)[CH3:19]. (3) The reactants are: [CH3:1][CH:2]([C:10]([O-:12])=[O:11])[C:3]([O:5][C:6]([CH3:9])([CH3:8])[CH3:7])=[O:4].[H-].[Li+].[CH3:15][CH:16]1N(C(N(C)C)=O)[CH2:17]1.Cl[CH2:25]/C=C\CCl. Given the product [CH3:25][O:11][C:10]([C:2]1([C:3]([O:5][C:6]([CH3:8])([CH3:7])[CH3:9])=[O:4])[CH2:17][CH:16]=[CH:15][CH2:1]1)=[O:12], predict the reactants needed to synthesize it. (4) Given the product [CH2:28]([C:11]1[C:12]([NH:17][C@@H:18]2[C:26]3[C:21](=[CH:22][CH:23]=[CH:24][CH:25]=3)[CH2:20][C@@H:19]2[OH:27])=[N:13][C:14]([CH2:15][CH3:16])=[C:9]([C:32]2[CH:33]=[CH:34][C:35]([O:37][CH3:38])=[CH:36][C:31]=2[CH3:30])[N:10]=1)[CH3:29], predict the reactants needed to synthesize it. The reactants are: ClC1C=C(Cl)C=CC=1[C:9]1[N:10]=[C:11]([CH2:28][CH3:29])[C:12]([NH:17][C@@H:18]2[C:26]3[C:21](=[CH:22][CH:23]=[CH:24][CH:25]=3)[CH2:20][C@@H:19]2[OH:27])=[N:13][C:14]=1[CH2:15][CH3:16].[CH3:30][C:31]1[CH:36]=[C:35]([O:37][CH3:38])[CH:34]=[CH:33][C:32]=1B(O)O. (5) Given the product [CH3:2][O:3][C:4](=[O:38])[CH2:5][CH2:6][NH:7][C:8](=[O:37])[C:9]1[CH:14]=[CH:13][C:12]([CH:15]([NH:22][C:23]([NH:25][C:26]2[CH:27]=[CH:28][C:29]([O:32][C:33]([F:34])([F:35])[F:36])=[CH:30][CH:31]=2)=[O:24])[CH:16]2[CH2:17][CH2:18][N:19]([C:51]([CH:48]3[CH2:50][CH2:49]3)=[O:52])[CH2:20][CH2:21]2)=[CH:11][CH:10]=1, predict the reactants needed to synthesize it. The reactants are: Cl.[CH3:2][O:3][C:4](=[O:38])[CH2:5][CH2:6][NH:7][C:8](=[O:37])[C:9]1[CH:14]=[CH:13][C:12]([CH:15]([NH:22][C:23]([NH:25][C:26]2[CH:31]=[CH:30][C:29]([O:32][C:33]([F:36])([F:35])[F:34])=[CH:28][CH:27]=2)=[O:24])[CH:16]2[CH2:21][CH2:20][NH:19][CH2:18][CH2:17]2)=[CH:11][CH:10]=1.C(N(C(C)C)CC)(C)C.[CH:48]1([C:51](Cl)=[O:52])[CH2:50][CH2:49]1.O. (6) The reactants are: [Br:1][C:2]1[CH:7]=[CH:6][C:5]([O:8][CH3:9])=[CH:4][C:3]=1[OH:10].BrC1C(O)=C([C:18]([O:21][CH3:22])=CC=1)C(O)=O. Given the product [Br:1][C:2]1[CH:7]=[CH:6][C:5]([O:8][CH3:9])=[CH:4][C:3]=1[O:10][CH2:18][O:21][CH3:22], predict the reactants needed to synthesize it. (7) Given the product [Cl:36][C:18]1[CH:17]=[C:16]([NH:15][C:13]2[C:14]3[N:6]([CH2:5][CH2:4][NH:3][C:42](=[O:43])[CH2:41][S:38]([CH3:37])(=[O:40])=[O:39])[CH:7]=[CH:8][C:9]=3[N:10]=[CH:11][N:12]=2)[CH:21]=[CH:20][C:19]=1[O:22][C:23]1[CH:28]=[CH:27][CH:26]=[C:25]([C:29]([F:35])([F:34])[C:30]([CH3:33])([CH3:31])[CH3:32])[CH:24]=1, predict the reactants needed to synthesize it. The reactants are: Cl.Cl.[NH2:3][CH2:4][CH2:5][N:6]1[C:14]2[C:13]([NH:15][C:16]3[CH:21]=[CH:20][C:19]([O:22][C:23]4[CH:28]=[CH:27][CH:26]=[C:25]([C:29]([F:35])([F:34])[C:30]([CH3:33])([CH3:32])[CH3:31])[CH:24]=4)=[C:18]([Cl:36])[CH:17]=3)=[N:12][CH:11]=[N:10][C:9]=2[CH:8]=[CH:7]1.[CH3:37][S:38]([CH2:41][C:42](O)=[O:43])(=[O:40])=[O:39].Cl.C(N=C=NCCCN(C)C)C.O.ON1C2C=CC=CC=2N=N1. (8) Given the product [CH2:39]([C:31]1[N:30]([C:19]2[N:18]=[C:17]3[C:22]([N:23]=[C:15]([C:11]4([OH:14])[CH2:10][CH2:9][NH:8][CH2:13][CH2:12]4)[N:16]3[CH3:41])=[C:21]([N:24]3[CH2:25][CH2:26][O:27][CH2:28][CH2:29]3)[N:20]=2)[C:34]2[CH:35]=[CH:36][CH:37]=[CH:38][C:33]=2[N:32]=1)[CH3:40], predict the reactants needed to synthesize it. The reactants are: C(OC([N:8]1[CH2:13][CH2:12][C:11]([C:15]2[N:16]([CH3:41])[C:17]3[C:22]([N:23]=2)=[C:21]([N:24]2[CH2:29][CH2:28][O:27][CH2:26][CH2:25]2)[N:20]=[C:19]([N:30]2[C:34]4[CH:35]=[CH:36][CH:37]=[CH:38][C:33]=4[N:32]=[C:31]2[CH2:39][CH3:40])[N:18]=3)([OH:14])[CH2:10][CH2:9]1)=O)(C)(C)C.C(O)(C(F)(F)F)=O. (9) Given the product [N:1]1([CH2:6][CH:7]([C:8]2[CH:13]=[CH:12][CH:11]=[CH:10][CH:9]=2)[OH:14])[CH:5]=[CH:4][N:3]=[CH:2]1, predict the reactants needed to synthesize it. The reactants are: [NH:1]1[CH:5]=[CH:4][N:3]=[CH:2]1.[CH2:6]1[O:14][CH:7]1[C:8]1[CH:13]=[CH:12][CH:11]=[CH:10][CH:9]=1. (10) Given the product [F:1][C:2]([F:13])([F:12])[C:3]1[CH:8]=[CH:7][C:6]([N:22]2[CH:26]=[CH:25][CH:24]=[N:23]2)=[CH:5][CH:4]=1, predict the reactants needed to synthesize it. The reactants are: [F:1][C:2]([F:13])([F:12])[C:3]1[CH:8]=[CH:7][C:6](B(O)O)=[CH:5][CH:4]=1.COC1C=CC([N:22]2[CH:26]=[CH:25][CH:24]=[N:23]2)=CC=1.